Dataset: Peptide-MHC class I binding affinity with 185,985 pairs from IEDB/IMGT. Task: Regression. Given a peptide amino acid sequence and an MHC pseudo amino acid sequence, predict their binding affinity value. This is MHC class I binding data. (1) The peptide sequence is WLSLLVPFV. The MHC is HLA-A68:02 with pseudo-sequence HLA-A68:02. The binding affinity (normalized) is 0.237. (2) The peptide sequence is FHVNPAFVL. The MHC is HLA-B15:01 with pseudo-sequence HLA-B15:01. The binding affinity (normalized) is 0.0847.